Dataset: Reaction yield outcomes from USPTO patents with 853,638 reactions. Task: Predict the reaction yield, written as a fraction of the theoretical maximum amount of product (1.0 means a 100% yield; for example, 0.34 means a 34% yield). (1) The reactants are [H-].[Na+].[CH:3]([C:6]1[NH:10][CH:9]=[N:8][N:7]=1)([CH3:5])[CH3:4].[CH3:11][N:12]([CH3:17])[S:13](Cl)(=[O:15])=[O:14].[NH4+].[Cl-]. The catalyst is CN(C=O)C. The product is [CH3:11][N:12]([CH3:17])[S:13]([N:8]1[CH2:9][NH:10][C:6]([CH:3]([CH3:5])[CH3:4])=[N:7]1)(=[O:15])=[O:14]. The yield is 0.830. (2) The reactants are [Br:1][C:2]1[CH:7]=[C:6]([CH3:8])[CH:5]=[CH:4][N:3]=1.[Li+].CC([N-]C(C)C)C.CON(C)[C:20](=[O:22])[CH3:21].O. The catalyst is C1COCC1. The product is [Br:1][C:2]1[CH:7]=[C:6]([CH2:8][C:20](=[O:22])[CH3:21])[CH:5]=[CH:4][N:3]=1. The yield is 0.670.